From a dataset of Full USPTO retrosynthesis dataset with 1.9M reactions from patents (1976-2016). Predict the reactants needed to synthesize the given product. (1) Given the product [N:1]1[CH:2]=[C:3]([S:10][C:11]2[CH:20]=[CH:19][C:14]3[N:15]=[C:16]([NH:18][C:21](=[O:28])[C:22]4[CH:27]=[CH:26][CH:25]=[CH:24][CH:23]=4)[S:17][C:13]=3[CH:12]=2)[N:4]2[CH:9]=[CH:8][CH:7]=[N:6][C:5]=12, predict the reactants needed to synthesize it. The reactants are: [N:1]1[CH:2]=[C:3]([S:10][C:11]2[CH:20]=[CH:19][C:14]3[N:15]=[C:16]([NH2:18])[S:17][C:13]=3[CH:12]=2)[N:4]2[CH:9]=[CH:8][CH:7]=[N:6][C:5]=12.[C:21](Cl)(=[O:28])[C:22]1[CH:27]=[CH:26][CH:25]=[CH:24][CH:23]=1. (2) Given the product [NH2:14][N:5]1[C:6](=[O:13])[C:7]([C:8]2[NH:25][C:26]3[CH:31]=[CH:30][CH:29]=[CH:28][C:27]=3[S:32](=[O:33])(=[O:34])[N:35]=2)=[C:2]([OH:1])[C:3]2[S:24][CH:23]=[CH:22][C:4]1=2, predict the reactants needed to synthesize it. The reactants are: [OH:1][C:2]1[C:3]2[S:24][CH:23]=[CH:22][C:4]=2[N:5]([N:14]=CC2C=CC=CC=2)[C:6](=[O:13])[C:7]=1[C:8](OCC)=O.[NH2:25][C:26]1[CH:31]=[CH:30][CH:29]=[CH:28][C:27]=1[S:32]([NH2:35])(=[O:34])=[O:33].[OH-].[K+].Cl. (3) Given the product [F:16][C:17]([F:28])([F:27])[C:18]([C:12]1[C:11]2[CH:10]=[CH:9][NH:8][C:7](=[O:6])[C:15]=2[NH:14][CH:13]=1)=[O:19], predict the reactants needed to synthesize it. The reactants are: [Cl-].[Al+3].[Cl-].[Cl-].C[O:6][C:7]1[N:8]=[CH:9][CH:10]=[C:11]2[C:15]=1[NH:14][CH:13]=[CH:12]2.[F:16][C:17]([F:28])([F:27])[C:18](O[C:18](=[O:19])[C:17]([F:28])([F:27])[F:16])=[O:19].C(=O)(O)[O-].[Na+]. (4) Given the product [F:12][C:13]1[CH:14]=[CH:15][C:16]([N:19]2[CH:23]=[CH:22][C:21]([C:24]([OH:10])=[O:25])=[CH:20]2)=[CH:17][CH:18]=1, predict the reactants needed to synthesize it. The reactants are: [Mn]([O-])(=O)(=O)=O.[K+].CN(C)C=[O:10].[F:12][C:13]1[CH:18]=[CH:17][C:16]([N:19]2[CH:23]=[CH:22][C:21]([CH:24]=[O:25])=[CH:20]2)=[CH:15][CH:14]=1.[OH-].[Na+]. (5) The reactants are: [N:1]1([C:7]([O:9][C:10]([CH3:13])([CH3:12])[CH3:11])=[O:8])[CH2:6][CH2:5][NH:4][CH2:3][CH2:2]1.[CH2:14]([N:16](CC)CC)C.N#CBr. Given the product [C:14]([N:4]1[CH2:5][CH2:6][N:1]([C:7]([O:9][C:10]([CH3:13])([CH3:12])[CH3:11])=[O:8])[CH2:2][CH2:3]1)#[N:16], predict the reactants needed to synthesize it. (6) Given the product [Br:1][C:2]1[CH:3]=[C:4]([C:8]2[CH:32]=[C:11]3[C:12]([O:24][S:25]([C:28]([F:31])([F:29])[F:30])(=[O:27])=[O:26])=[C:13]([C:17]([OH:19])=[O:18])[C:14]([CH3:16])=[CH:15][N:10]3[N:9]=2)[CH:5]=[CH:6][CH:7]=1, predict the reactants needed to synthesize it. The reactants are: [Br:1][C:2]1[CH:3]=[C:4]([C:8]2[CH:32]=[C:11]3[C:12]([O:24][S:25]([C:28]([F:31])([F:30])[F:29])(=[O:27])=[O:26])=[C:13]([C:17]([O:19]C(C)(C)C)=[O:18])[C:14]([CH3:16])=[CH:15][N:10]3[N:9]=2)[CH:5]=[CH:6][CH:7]=1.C(O)(C(F)(F)F)=O.